The task is: Predict the product of the given reaction.. This data is from Forward reaction prediction with 1.9M reactions from USPTO patents (1976-2016). Given the reactants [CH:1]([NH:4][C:5]([C:7]1[C:15]2[C:10](=[N:11][CH:12]=[C:13]([C:16]3[C:24]4[C:19](=[CH:20][C:21]([Cl:26])=[CH:22][C:23]=4[F:25])[NH:18][N:17]=3)[N:14]=2)[N:9]([CH2:27][O:28][CH2:29][CH2:30][Si:31]([CH3:34])([CH3:33])[CH3:32])[CH:8]=1)=[O:6])([CH3:3])[CH3:2].[H-].[Na+].Cl.Br[CH2:39][CH2:40][N:41]1[CH2:46][CH2:45][O:44][CH2:43][CH2:42]1.C(=O)(O)[O-].[Na+], predict the reaction product. The product is: [CH:1]([NH:4][C:5]([C:7]1[C:15]2[C:10](=[N:11][CH:12]=[C:13]([C:16]3[C:24]4[C:19](=[CH:20][C:21]([Cl:26])=[CH:22][C:23]=4[F:25])[N:18]([CH2:39][CH2:40][N:41]4[CH2:46][CH2:45][O:44][CH2:43][CH2:42]4)[N:17]=3)[N:14]=2)[N:9]([CH2:27][O:28][CH2:29][CH2:30][Si:31]([CH3:32])([CH3:34])[CH3:33])[CH:8]=1)=[O:6])([CH3:3])[CH3:2].